From a dataset of Forward reaction prediction with 1.9M reactions from USPTO patents (1976-2016). Predict the product of the given reaction. Given the reactants [F:1][C:2]([F:22])([F:21])[C:3]1[CH:4]=[C:5]([C:9]2[O:10][C:11]3[C:17]([C:18](O)=[O:19])=[CH:16][CH:15]=[CH:14][C:12]=3[N:13]=2)[CH:6]=[CH:7][CH:8]=1.[S:23]1[CH:27]=[CH:26][N:25]=[C:24]1[NH2:28].CN(C(ON1N=NC2C=CC=NC1=2)=[N+](C)C)C.F[P-](F)(F)(F)(F)F.CCN(C(C)C)C(C)C, predict the reaction product. The product is: [S:23]1[CH:27]=[CH:26][N:25]=[C:24]1[NH:28][C:18]([C:17]1[C:11]2[O:10][C:9]([C:5]3[CH:6]=[CH:7][CH:8]=[C:3]([C:2]([F:22])([F:1])[F:21])[CH:4]=3)=[N:13][C:12]=2[CH:14]=[CH:15][CH:16]=1)=[O:19].